From a dataset of Retrosynthesis with 50K atom-mapped reactions and 10 reaction types from USPTO. Predict the reactants needed to synthesize the given product. The reactants are: CC(C)(C)OC(=O)OC(=O)OC(C)(C)C.Clc1cccc([C@@H]2CNCC[C@H]2c2ccccc2)c1. Given the product CC(C)(C)OC(=O)N1CC[C@@H](c2ccccc2)[C@H](c2cccc(Cl)c2)C1, predict the reactants needed to synthesize it.